Dataset: Forward reaction prediction with 1.9M reactions from USPTO patents (1976-2016). Task: Predict the product of the given reaction. (1) Given the reactants [C:1]([NH:4][C:5]1[CH:10]=[CH:9][C:8]([C:11](=[C:25]2[CH2:30][CH2:29][NH:28][CH2:27][CH2:26]2)[C:12]2[CH:24]=[CH:23][C:15]([C:16]([N:18]([CH2:21][CH3:22])[CH2:19][CH3:20])=[O:17])=[CH:14][CH:13]=2)=[CH:7][CH:6]=1)(=[O:3])[CH3:2].[C:31](=O)([O-])[O-].[K+].[K+].Cl.ClC[C:40]1[N:41]=[CH:42][S:43][CH:44]=1, predict the reaction product. The product is: [C:1]([NH:4][C:5]1[CH:6]=[CH:7][C:8]([C:11](=[C:25]2[CH2:26][CH2:27][N:28]([CH2:31][C:42]3[S:43][CH:44]=[CH:40][N:41]=3)[CH2:29][CH2:30]2)[C:12]2[CH:24]=[CH:23][C:15]([C:16]([N:18]([CH2:19][CH3:20])[CH2:21][CH3:22])=[O:17])=[CH:14][CH:13]=2)=[CH:9][CH:10]=1)(=[O:3])[CH3:2]. (2) Given the reactants [Br-].[F:2][C:3]([F:9])([F:8])[CH2:4][C:5](=[O:7])[CH3:6].[CH2:10](OCC)C, predict the reaction product. The product is: [F:2][C:3]([F:9])([F:8])[CH2:4][C:5]([CH3:10])([OH:7])[CH3:6]. (3) Given the reactants C(OC([N:11]1[CH2:16][CH2:15][N:14]([C:17]2[CH:22]=[CH:21][C:20]([C:23]3[N:24]([CH2:44][O:45][CH2:46][CH2:47][Si:48]([CH3:51])([CH3:50])[CH3:49])[C:25]([CH:28]4[CH2:32][CH2:31][CH2:30][N:29]4[C:33](=[O:43])[CH:34]([NH:38][C:39]([O:41][CH3:42])=[O:40])[CH:35]([CH3:37])[CH3:36])=[N:26][CH:27]=3)=[CH:19][CH:18]=2)[CH2:13][CH2:12]1)=O)C1C=CC=CC=1, predict the reaction product. The product is: [CH3:42][O:41][C:39](=[O:40])[NH:38][CH:34]([C:33]([N:29]1[CH2:30][CH2:31][CH2:32][CH:28]1[C:25]1[N:24]([CH2:44][O:45][CH2:46][CH2:47][Si:48]([CH3:50])([CH3:51])[CH3:49])[C:23]([C:20]2[CH:21]=[CH:22][C:17]([N:14]3[CH2:13][CH2:12][NH:11][CH2:16][CH2:15]3)=[CH:18][CH:19]=2)=[CH:27][N:26]=1)=[O:43])[CH:35]([CH3:37])[CH3:36]. (4) The product is: [NH2:7][C:10]1[CH:27]=[CH:26][CH:25]=[CH:24][C:11]=1[O:12][C:13]1[C:14]2[C:21]([CH3:22])=[C:20]([CH3:23])[NH:19][C:15]=2[N:16]=[CH:17][N:18]=1. Given the reactants [Cl-].[NH4+].C(O)C.O.[N+:7]([C:10]1[CH:27]=[CH:26][CH:25]=[CH:24][C:11]=1[O:12][C:13]1[C:14]2[C:21]([CH3:22])=[C:20]([CH3:23])[NH:19][C:15]=2[N:16]=[CH:17][N:18]=1)([O-])=O, predict the reaction product. (5) The product is: [Br:1][C:2]1[CH:3]=[CH:4][C:5]([CH2:8][CH2:9][CH2:10][N:11]([CH2:12][CH2:13][CH2:14][O:15][CH3:16])[C:27](=[O:28])[O:26][C:23]([CH3:25])([CH3:24])[CH3:22])=[CH:6][CH:7]=1. Given the reactants [Br:1][C:2]1[CH:7]=[CH:6][C:5]([CH2:8][CH2:9][CH2:10][NH:11][CH2:12][CH2:13][CH2:14][O:15][CH3:16])=[CH:4][CH:3]=1.C1COCC1.[CH3:22][C:23]([O:26][C:27](O[C:27]([O:26][C:23]([CH3:25])([CH3:24])[CH3:22])=[O:28])=[O:28])([CH3:25])[CH3:24], predict the reaction product. (6) Given the reactants [OH:1][CH:2]([C:6]1[CH:11]=[CH:10][C:9]([C:12]2[N:16]=[C:15]([C:17]3[O:21][N:20]=[C:19]([C:22]4[CH:27]=[CH:26][CH:25]=[CH:24][CH:23]=4)[C:18]=3[C:28]([F:31])([F:30])[F:29])[O:14][N:13]=2)=[CH:8][CH:7]=1)[C:3](O)=[O:4].C[N:33]1[CH2:38][CH2:37][O:36][CH2:35]C1.F[P-](F)(F)(F)(F)F.[N:46]1(O[P+](N(C)C)(N(C)C)N(C)C)[C:50]2C=CC=CC=2N=N1, predict the reaction product. The product is: [OH:1][CH:2]([C:6]1[CH:11]=[CH:10][C:9]([C:12]2[N:16]=[C:15]([C:17]3[O:21][N:20]=[C:19]([C:22]4[CH:23]=[CH:24][CH:25]=[CH:26][CH:27]=4)[C:18]=3[C:28]([F:31])([F:30])[F:29])[O:14][N:13]=2)=[CH:8][CH:7]=1)[C:3]([NH:46][CH2:50][C:37]1[O:36][CH:35]=[N:33][CH:38]=1)=[O:4].